Predict the reactants needed to synthesize the given product. From a dataset of Full USPTO retrosynthesis dataset with 1.9M reactions from patents (1976-2016). (1) Given the product [C:1]([O:4][CH2:5][C@@H:6]1[CH2:7][CH2:8][C@H:9]([O:12][C:13]2[C:18]3[C:19]([O:22][CH2:23][CH:24]4[CH2:25][CH2:26][N:27]([CH2:30][C:32]5([C:37]([O:39][CH3:40])=[O:38])[CH2:36][CH2:35][CH2:34][CH2:33]5)[CH2:28][CH2:29]4)=[N:20][O:21][C:17]=3[CH:16]=[CH:15][CH:14]=2)[CH2:10][CH2:11]1)(=[O:3])[CH3:2], predict the reactants needed to synthesize it. The reactants are: [C:1]([O:4][CH2:5][C@H:6]1[CH2:11][CH2:10][C@@H:9]([O:12][C:13]2[C:18]3[C:19]([O:22][CH2:23][CH:24]4[CH2:29][CH2:28][NH:27][CH2:26][CH2:25]4)=[N:20][O:21][C:17]=3[CH:16]=[CH:15][CH:14]=2)[CH2:8][CH2:7]1)(=[O:3])[CH3:2].[CH:30]([C:32]1([C:37]([O:39][CH3:40])=[O:38])[CH2:36][CH2:35][CH2:34][CH2:33]1)=O.C(C1(C(OC)=O)CCC1)=O. (2) Given the product [Cl:16][C:14]1[C:13]([Cl:17])=[CH:12][C:9]2[N:10]([CH3:11])[C:6]([C:3]([OH:5])([CH3:4])[CH2:2][S:28][C:25]3[CH:24]=[CH:23][C:22]([NH:21][C:18](=[O:20])[CH3:19])=[CH:27][CH:26]=3)=[N:7][C:8]=2[CH:15]=1, predict the reactants needed to synthesize it. The reactants are: Cl[CH2:2][C:3]([C:6]1[N:10]([CH3:11])[C:9]2[CH:12]=[C:13]([Cl:17])[C:14]([Cl:16])=[CH:15][C:8]=2[N:7]=1)([OH:5])[CH3:4].[C:18]([NH:21][C:22]1[CH:27]=[CH:26][C:25]([SH:28])=[CH:24][CH:23]=1)(=[O:20])[CH3:19].C[O-].[Na+]. (3) Given the product [C:47]([C:6]1[S:7][C:8]2[CH:14]=[C:13]([O:15][S:16]([C:19]3[CH:20]=[CH:21][C:22]([F:25])=[CH:23][CH:24]=3)(=[O:17])=[O:18])[CH:12]=[C:11]([NH2:26])[C:9]=2[N:10]=1)(=[O:51])[CH2:48][CH3:49], predict the reactants needed to synthesize it. The reactants are: C(N[C:6]1[S:7][C:8]2[CH:14]=[C:13]([O:15][S:16]([C:19]3[CH:24]=[CH:23][C:22]([F:25])=[CH:21][CH:20]=3)(=[O:18])=[O:17])[CH:12]=[CH:11][C:9]=2[N:10]=1)(=O)CC.[NH2:26]C1SC2C=C(OS(C3C=CC(F)=CC=3)(=O)=O)C=CC=2N=1.[C:47]([OH:51])(=O)[CH2:48][CH3:49]. (4) Given the product [NH2:5][C@H:9]1[CH2:15][CH2:14][CH2:13][CH2:12][N:11]([CH3:16])[C:10]1=[O:17], predict the reactants needed to synthesize it. The reactants are: CC([N:5]([C@H:9]1[CH2:15][CH2:14][CH2:13][CH2:12][N:11]([CH3:16])[C:10]1=[O:17])C(=O)[O-])(C)C.Cl.